From a dataset of Full USPTO retrosynthesis dataset with 1.9M reactions from patents (1976-2016). Predict the reactants needed to synthesize the given product. (1) The reactants are: C([O:3][C:4](=[O:58])[CH2:5][CH2:6][NH:7][C:8]([C@:10]12[CH2:44][CH2:43][C@@H:42]([C:45]([CH2:47][N:48]([CH3:57])[C:49](=[O:56])[CH2:50][CH2:51][C:52]([O:54]C)=[O:53])=[CH2:46])[C@@H:11]1[C@@H:12]1[C@@:25]([CH3:28])([CH2:26][CH2:27]2)[C@@:24]2([CH3:29])[C@@H:15]([C@:16]3([CH3:41])[C@@H:21]([CH2:22][CH2:23]2)[C:20]([CH3:31])([CH3:30])[C:19]([C:32]2[CH:40]=[CH:39][C:35]([C:36]([OH:38])=[O:37])=[CH:34][CH:33]=2)=[CH:18][CH2:17]3)[CH2:14][CH2:13]1)=[O:9])C.[OH-].[Na+]. Given the product [C:52]([CH2:51][CH2:50][C:49]([N:48]([CH2:47][C:45]([C@H:42]1[C@@H:11]2[C@@H:12]3[C@@:25]([CH3:28])([CH2:26][CH2:27][C@@:10]2([C:8](=[O:9])[NH:7][CH2:6][CH2:5][C:4]([OH:58])=[O:3])[CH2:44][CH2:43]1)[C@@:24]1([CH3:29])[C@@H:15]([C@:16]2([CH3:41])[C@@H:21]([CH2:22][CH2:23]1)[C:20]([CH3:31])([CH3:30])[C:19]([C:32]1[CH:40]=[CH:39][C:35]([C:36]([OH:38])=[O:37])=[CH:34][CH:33]=1)=[CH:18][CH2:17]2)[CH2:14][CH2:13]3)=[CH2:46])[CH3:57])=[O:56])([OH:54])=[O:53], predict the reactants needed to synthesize it. (2) The reactants are: [C:1]([N:4]1[C:13]2[C:8](=[CH:9][C:10]([C:14]#[N:15])=[CH:11][CH:12]=2)[C@H:7]([NH2:16])[C@@H:6]([CH3:17])[C@@H:5]1[CH:18]1[CH2:20][CH2:19]1)(=[O:3])[CH3:2].C1OCCOCCOCCOCCOCCOC1.[F-].[K+].Cl[C:42]1[N:47]=[CH:46][C:45]([CH:48]([CH3:50])[CH3:49])=[CH:44][N:43]=1.CCN(C(C)C)C(C)C. Given the product [C:1]([N:4]1[C:13]2[C:8](=[CH:9][C:10]([C:14]#[N:15])=[CH:11][CH:12]=2)[C@H:7]([NH:16][C:42]2[N:47]=[CH:46][C:45]([CH:48]([CH3:50])[CH3:49])=[CH:44][N:43]=2)[C@@H:6]([CH3:17])[C@@H:5]1[CH:18]1[CH2:20][CH2:19]1)(=[O:3])[CH3:2], predict the reactants needed to synthesize it. (3) Given the product [F:1][B-:2]([F:5])([F:4])[F:3].[CH2:14]([N+:16]1([CH3:21])[CH2:20][CH2:19][CH2:18][CH2:17]1)[CH3:15], predict the reactants needed to synthesize it. The reactants are: [F:1][B-:2]([F:5])([F:4])[F:3].C([O+](CC)CC)C.[Br-].[CH2:14]([N+:16]1([CH3:21])[CH2:20][CH2:19][CH2:18][CH2:17]1)[CH3:15]. (4) Given the product [CH3:7][C:5]1[S:4][C:3]([C:8]2[CH:9]=[CH:10][N:32]=[C:30]([NH:29][C:23]3[CH:24]=[C:25]([CH2:27][OH:28])[CH:26]=[C:21]([CH2:20][OH:19])[CH:22]=3)[N:31]=2)=[C:2]([CH3:1])[N:6]=1, predict the reactants needed to synthesize it. The reactants are: [CH3:1][C:2]1[N:6]=[C:5]([CH3:7])[S:4][C:3]=1/[CH:8]=[CH:9]/[C:10](N(C)C)=O.[N+]([O-])(O)=O.[OH:19][CH2:20][C:21]1[CH:22]=[C:23]([NH:29][C:30]([NH2:32])=[NH:31])[CH:24]=[C:25]([CH2:27][OH:28])[CH:26]=1. (5) Given the product [C:1]([O:5][C:6]([N:8]1[CH2:13][CH2:12][N:11]([C:14]2[C:19]([C:27]3[CH:26]=[CH:25][C:24]([O:23][C:22]([F:21])([F:33])[F:34])=[CH:29][CH:28]=3)=[N:18][CH:17]=[CH:16][N:15]=2)[CH2:10][CH2:9]1)=[O:7])([CH3:4])([CH3:3])[CH3:2], predict the reactants needed to synthesize it. The reactants are: [C:1]([O:5][C:6]([N:8]1[CH2:13][CH2:12][N:11]([C:14]2[C:19](Cl)=[N:18][CH:17]=[CH:16][N:15]=2)[CH2:10][CH2:9]1)=[O:7])([CH3:4])([CH3:3])[CH3:2].[F:21][C:22]([F:34])([F:33])[O:23][C:24]1[CH:29]=[CH:28][C:27](B(O)O)=[CH:26][CH:25]=1.C(O)C.C(=O)([O-])[O-].[Na+].[Na+]. (6) Given the product [C:5]12([C:15]([C:24]3[CH:23]=[CH:22][C:21]([OH:25])=[CH:20][C:19]=3[F:18])=[O:16])[CH2:14][CH:9]3[CH2:10][CH:11]([CH2:13][CH:7]([CH2:8]3)[CH2:6]1)[CH2:12]2, predict the reactants needed to synthesize it. The reactants are: [Al+3].[Cl-].[Cl-].[Cl-].[C:5]12([C:15](Cl)=[O:16])[CH2:14][CH:9]3[CH2:10][CH:11]([CH2:13][CH:7]([CH2:8]3)[CH2:6]1)[CH2:12]2.[F:18][C:19]1[CH:20]=[C:21]([OH:25])[CH:22]=[CH:23][CH:24]=1.CCCCCCC.C1(C)C=CC=CC=1.